Predict the product of the given reaction. From a dataset of Forward reaction prediction with 1.9M reactions from USPTO patents (1976-2016). (1) Given the reactants [OH2:1].[CH2:2]([OH:4])[CH3:3], predict the reaction product. The product is: [OH:4][CH2:2][C@H:3]([C@@H:2]([C@H:3]([C@H:2]([CH2:3][OH:1])[OH:4])[OH:1])[OH:4])[OH:1]. (2) Given the reactants [NH2:1][C:2]1[C:11]([C:12]2[S:13][C:14]3[CH:20]=[CH:19][C:18]([NH:21][C:22]([NH:24][C:25]4[CH:30]=[CH:29][CH:28]=[C:27]([CH3:31])[CH:26]=4)=[O:23])=[CH:17][C:15]=3[CH:16]=2)=[CH:10][C:5]([C:6]([O:8]C)=[O:7])=[CH:4][N:3]=1.[OH-].[K+], predict the reaction product. The product is: [NH2:1][C:2]1[C:11]([C:12]2[S:13][C:14]3[CH:20]=[CH:19][C:18]([NH:21][C:22]([NH:24][C:25]4[CH:30]=[CH:29][CH:28]=[C:27]([CH3:31])[CH:26]=4)=[O:23])=[CH:17][C:15]=3[CH:16]=2)=[CH:10][C:5]([C:6]([OH:8])=[O:7])=[CH:4][N:3]=1. (3) Given the reactants [CH:1]1(/[C:5](/B2OCC(C)(C)CO2)=[C:6](/[C:23]2[CH:30]=[CH:29][C:26]([CH:27]=[O:28])=[CH:25][CH:24]=2)\[C:7]2[CH:8]=[C:9]3[C:13](=[CH:14][CH:15]=2)[N:12]([CH:16]2[CH2:21][CH2:20][CH2:19][CH2:18][O:17]2)[N:11]=[C:10]3[F:22])[CH2:4][CH2:3][CH2:2]1.Br[C:40]1[CH:47]=[CH:46][C:43]([C:44]#[N:45])=[CH:42][C:41]=1[Cl:48].C([O-])([O-])=O.[K+].[K+], predict the reaction product. The product is: [Cl:48][C:41]1[CH:42]=[C:43]([CH:46]=[CH:47][C:40]=1/[C:5](/[CH:1]1[CH2:2][CH2:3][CH2:4]1)=[C:6](/[C:7]1[CH:8]=[C:9]2[C:13](=[CH:14][CH:15]=1)[N:12]([CH:16]1[CH2:21][CH2:20][CH2:19][CH2:18][O:17]1)[N:11]=[C:10]2[F:22])\[C:23]1[CH:30]=[CH:29][C:26]([CH:27]=[O:28])=[CH:25][CH:24]=1)[C:44]#[N:45]. (4) Given the reactants [CH3:1][O:2][C:3]1[C:8]2[N:9]=[C:10]([C:12](O)=[O:13])[S:11][C:7]=2[C:6]([N:15]2[CH2:20][CH2:19][O:18][CH2:17][CH2:16]2)=[CH:5][CH:4]=1.C(N1C=CN=C1)([N:23]1C=CN=C1)=O.[OH-].[NH4+], predict the reaction product. The product is: [CH3:1][O:2][C:3]1[C:8]2[N:9]=[C:10]([C:12]([NH2:23])=[O:13])[S:11][C:7]=2[C:6]([N:15]2[CH2:20][CH2:19][O:18][CH2:17][CH2:16]2)=[CH:5][CH:4]=1. (5) Given the reactants [N+:1]([C:4]1[CH:25]=[CH:24][C:7]([O:8][CH2:9][CH2:10][N:11]2[CH2:16][CH2:15][N:14]([C:17]([O:19][C:20]([CH3:23])([CH3:22])[CH3:21])=[O:18])[CH2:13][CH2:12]2)=[CH:6][CH:5]=1)([O-])=O, predict the reaction product. The product is: [NH2:1][C:4]1[CH:5]=[CH:6][C:7]([O:8][CH2:9][CH2:10][N:11]2[CH2:12][CH2:13][N:14]([C:17]([O:19][C:20]([CH3:21])([CH3:23])[CH3:22])=[O:18])[CH2:15][CH2:16]2)=[CH:24][CH:25]=1. (6) The product is: [Cl:1][C:2]1[CH:12]=[C:11]([Cl:13])[CH:10]=[CH:9][C:3]=1[O:4][CH2:5][C:6]([NH:14][C:15]1[CH:20]=[CH:19][CH:18]=[C:17]([S:21]([CH2:24][CH2:25][OH:26])(=[O:23])=[O:22])[CH:16]=1)=[O:8]. Given the reactants [Cl:1][C:2]1[CH:12]=[C:11]([Cl:13])[CH:10]=[CH:9][C:3]=1[O:4][CH2:5][C:6]([OH:8])=O.[NH2:14][C:15]1[CH:16]=[C:17]([S:21]([CH2:24][CH2:25][OH:26])(=[O:23])=[O:22])[CH:18]=[CH:19][CH:20]=1.Cl.CN(C)CCCN=C=NCC.ON1C2C=CC=CC=2N=N1.C(N(CC)C(C)C)(C)C, predict the reaction product. (7) Given the reactants [CH2:1]=[CH:2][CH2:3][CH:4]([OH:6])C.[Br:7][C:8]([CH3:13])([CH3:12])[C:9](Br)=[O:10].[CH:14](Cl)(Cl)Cl, predict the reaction product. The product is: [Br:7][C:8]([CH3:13])([CH3:12])[C:9]([O:6][CH2:4][CH2:3][CH2:2][CH:1]=[CH2:14])=[O:10]. (8) Given the reactants COC1C=CC(C[N:8]2[CH2:12][CH2:11][C:10]3([CH2:21][CH2:20][C:19]4[C:14](=[CH:15][CH:16]=[C:17]([C:22]([O:24][CH3:25])=[O:23])[CH:18]=4)[CH2:13]3)[C:9]2=[O:26])=CC=1, predict the reaction product. The product is: [O:26]=[C:9]1[C:10]2([CH2:21][CH2:20][C:19]3[C:14](=[CH:15][CH:16]=[C:17]([C:22]([O:24][CH3:25])=[O:23])[CH:18]=3)[CH2:13]2)[CH2:11][CH2:12][NH:8]1.